From a dataset of Full USPTO retrosynthesis dataset with 1.9M reactions from patents (1976-2016). Predict the reactants needed to synthesize the given product. (1) Given the product [Cl:1][C:2]1[CH:7]=[CH:6][C:5]([C:8]2[C:13]([CH2:14][OH:15])=[C:12]([CH3:19])[N:11]=[C:10]3[N:20]([CH2:25][C:26]4[CH:27]=[CH:28][C:29]([O:32][CH3:33])=[CH:30][CH:31]=4)[C:21]([CH3:24])=[C:22]([CH3:23])[C:9]=23)=[CH:4][CH:3]=1, predict the reactants needed to synthesize it. The reactants are: [Cl:1][C:2]1[CH:7]=[CH:6][C:5]([C:8]2[C:13]([C:14](OCC)=[O:15])=[C:12]([CH3:19])[N:11]=[C:10]3[N:20]([CH2:25][C:26]4[CH:31]=[CH:30][C:29]([O:32][CH3:33])=[CH:28][CH:27]=4)[C:21]([CH3:24])=[C:22]([CH3:23])[C:9]=23)=[CH:4][CH:3]=1.CC(C[AlH]CC(C)C)C.C1(C)C=CC=CC=1.Cl. (2) Given the product [N:14]1[CH:15]=[CH:16][N:17]=[CH:18][C:13]=1[NH:1][C:2]1[CH:3]=[CH:4][C:5]([C:6]([O:8][CH3:9])=[O:7])=[CH:10][CH:11]=1, predict the reactants needed to synthesize it. The reactants are: [NH2:1][C:2]1[CH:11]=[CH:10][C:5]([C:6]([O:8][CH3:9])=[O:7])=[CH:4][CH:3]=1.Cl[C:13]1[CH:18]=[N:17][CH:16]=[CH:15][N:14]=1. (3) Given the product [N:3]1[C:4]2[C:9](=[CH:8][CH:7]=[C:6]([C:21]3[CH:31]=[C:25]([C:26]([O:28][CH2:29][CH3:30])=[O:27])[CH:24]=[C:23]([CH:22]=3)[C:32]([O:34][CH2:35][CH3:36])=[O:33])[N:5]=2)[CH:10]=[CH:11][C:2]=1[C:21]1[CH:31]=[C:25]([C:26]([O:28][CH2:29][CH3:30])=[O:27])[CH:24]=[C:23]([CH:22]=1)[C:32]([O:34][CH2:35][CH3:36])=[O:33], predict the reactants needed to synthesize it. The reactants are: Br[C:2]1[CH:11]=[CH:10][C:9]2[C:4](=[N:5][C:6](Br)=[CH:7][CH:8]=2)[N:3]=1.CC1(C)C(C)(C)OB([C:21]2[CH:22]=[C:23]([C:32]([O:34][CH2:35][CH3:36])=[O:33])[CH:24]=[C:25]([CH:31]=2)[C:26]([O:28][CH2:29][CH3:30])=[O:27])O1.[F-].[Cs+]. (4) Given the product [Br:21][C:18]1[CH:19]=[CH:20][N:15]2[N:14]=[C:9]([C:4]3[CH:3]=[CH:2][CH:7]=[CH:6][CH:5]=3)[N:22]=[C:16]2[CH:17]=1, predict the reactants needed to synthesize it. The reactants are: C[C:2]1[CH:7]=[C:6](C)[CH:5]=[C:4]([CH3:9])[C:3]=1S([O-])(=O)=O.[NH2:14][N+:15]1[CH:20]=[CH:19][C:18]([Br:21])=[CH:17][C:16]=1[NH2:22].C(Cl)(=O)C1C=CC=CC=1. (5) Given the product [F:37][C:25]1([F:24])[O:26][C:27]2[CH:33]=[CH:32][CH:31]=[C:30]([C:2]3[CH:11]=[CH:10][C:9]4[N:8]=[CH:7][C:6]5[N:12]([CH3:23])[C:13](=[O:22])[N:14]([C:15]6[C:16]([CH3:21])=[N:17][N:18]([CH3:20])[CH:19]=6)[C:5]=5[C:4]=4[CH:3]=3)[C:28]=2[O:29]1, predict the reactants needed to synthesize it. The reactants are: Br[C:2]1[CH:11]=[CH:10][C:9]2[N:8]=[CH:7][C:6]3[N:12]([CH3:23])[C:13](=[O:22])[N:14]([C:15]4[C:16]([CH3:21])=[N:17][N:18]([CH3:20])[CH:19]=4)[C:5]=3[C:4]=2[CH:3]=1.[F:24][C:25]1([F:37])[O:29][C:28]2[CH:30]=[CH:31][CH:32]=[C:33](B(O)O)[C:27]=2[O:26]1.